Task: Regression/Classification. Given a drug SMILES string, predict its toxicity properties. Task type varies by dataset: regression for continuous values (e.g., LD50, hERG inhibition percentage) or binary classification for toxic/non-toxic outcomes (e.g., AMES mutagenicity, cardiotoxicity, hepatotoxicity). Dataset: herg_karim.. Dataset: hERG potassium channel inhibition data for cardiac toxicity prediction from Karim et al. (1) The drug is CC(NC(=O)Cc1ccc(C2CC2)cc1)c1ccc(OCC(F)(F)F)cn1. The result is 0 (non-blocker). (2) The molecule is FC(F)(F)c1ccc(Nc2nc3cc(Oc4ccnc(-c5nc(C(F)(F)F)c[nH]5)c4)ccc3[nH]2)cc1. The result is 0 (non-blocker). (3) The drug is CCC(OC(C)=O)C(CC(C)N(C)C)(c1ccccc1)c1ccccc1. The result is 1 (blocker). (4) The molecule is COc1ccc(-c2cc(-c3ccc(S(=O)(=O)N4CCN(C)CC4)cc3)cnc2N)cn1. The result is 0 (non-blocker). (5) The molecule is COc1cccc2c1O[C@@H](c1ccc(OCCCN3CCCC3)cc1)[C@H](C)S2(=O)=O. The result is 1 (blocker). (6) The compound is CC1CCCN1CCc1ccc(-c2ccc(S(=O)(=O)N3C(C)COCC3C)cc2)cc1. The result is 1 (blocker).